This data is from Reaction yield outcomes from USPTO patents with 853,638 reactions. The task is: Predict the reaction yield, written as a fraction of the theoretical maximum amount of product (1.0 means a 100% yield; for example, 0.34 means a 34% yield). The reactants are [C:1]([O:5][C:6]([C:8]([NH2:12])([OH:11])[CH2:9][CH3:10])=[O:7])([CH3:4])([CH3:3])[CH3:2].[CH:13]1[CH:14]=[CH:15][C:16]([NH:23][C:24]2[C:25]([Cl:31])=[CH:26][CH:27]=[CH:28][C:29]=2[Cl:30])=[C:17]([CH2:19][C:20]([OH:22])=[O:21])[CH:18]=1.CN(C=O)C.CCN=C=NCCCN(C)C.Cl. The catalyst is ClCCl.CN(C1C=CN=CC=1)C.C(OCC)(=O)C. The product is [C:6]([C:8]([NH2:12])([OH:11])[CH2:9][CH3:10])([O:5][C:1]([CH3:2])([CH3:4])[CH3:3])=[O:7].[CH:13]1[CH:14]=[CH:15][C:16]([NH:23][C:24]2[C:29]([Cl:30])=[CH:28][CH:27]=[CH:26][C:25]=2[Cl:31])=[C:17]([CH2:19][C:20]([OH:22])=[O:21])[CH:18]=1. The yield is 0.800.